This data is from Full USPTO retrosynthesis dataset with 1.9M reactions from patents (1976-2016). The task is: Predict the reactants needed to synthesize the given product. (1) Given the product [NH2:48][C:49]1[C:53]2[CH:54]=[C:55]([NH:58][C:27]3[N:26]=[C:25]([O:24][C:17]4[C:18]5[C:23](=[CH:22][CH:21]=[CH:20][CH:19]=5)[C:14]([NH:13][C:11]([NH:10][C:8]5[N:7]([C:32]6[CH:37]=[CH:36][CH:35]=[C:34]([P:38]([CH3:41])([CH3:40])=[O:39])[CH:33]=6)[N:6]=[C:5]([C:1]([CH3:4])([CH3:3])[CH3:2])[CH:9]=5)=[O:12])=[CH:15][CH:16]=4)[CH:30]=[CH:29][N:28]=3)[CH:56]=[CH:57][C:52]=2[O:51][N:50]=1, predict the reactants needed to synthesize it. The reactants are: [C:1]([C:5]1[CH:9]=[C:8]([NH:10][C:11]([NH:13][C:14]2[C:23]3[C:18](=[CH:19][CH:20]=[CH:21][CH:22]=3)[C:17]([O:24][C:25]3[CH:30]=[CH:29][N:28]=[C:27](Cl)[N:26]=3)=[CH:16][CH:15]=2)=[O:12])[N:7]([C:32]2[CH:37]=[CH:36][CH:35]=[C:34]([P:38]([CH3:41])([CH3:40])=[O:39])[CH:33]=2)[N:6]=1)([CH3:4])([CH3:3])[CH3:2].C(OC(=O)[NH:48][C:49]1[C:53]2[CH:54]=[C:55]([NH2:58])[CH:56]=[CH:57][C:52]=2[O:51][N:50]=1)(C)(C)C.Cl.CC(O)C. (2) Given the product [Br:1][C:2]1[C:6]2=[N:7][CH:8]=[CH:9][C:10]([O:11][CH:12]([CH3:13])[CH3:14])=[C:5]2[S:4][C:3]=1[C:15]([OH:17])=[O:16], predict the reactants needed to synthesize it. The reactants are: [Br:1][C:2]1[C:6]2=[N:7][CH:8]=[CH:9][C:10]([O:11][CH:12]([CH3:14])[CH3:13])=[C:5]2[S:4][C:3]=1[C:15]([O:17]C)=[O:16].[Li+].[OH-].C1COCC1.CO.O. (3) Given the product [S:3]1[C:2]2[NH:1][C:8](=[O:10])[CH2:7][C:6]=2[CH:5]=[CH:4]1, predict the reactants needed to synthesize it. The reactants are: [NH2:1][C:2]1[S:3][CH:4]=[CH:5][C:6]=1[CH2:7][C:8]([O:10]CC)=O.C[Al](C)C. (4) Given the product [Si:1]([O:8][C:9]1[CH:14]=[CH:13][C:12]([O:35][C:32]2[CH:31]=[CH:30][C:29]([C:28]3[C:21]4=[N:20][S:19](=[O:36])(=[O:18])[CH2:24][CH2:23][N:22]4[CH:25]=[CH:26][CH:27]=3)=[CH:34][CH:33]=2)=[CH:11][CH:10]=1)([C:4]([CH3:7])([CH3:6])[CH3:5])([CH3:3])[CH3:2], predict the reactants needed to synthesize it. The reactants are: [Si:1]([O:8][C:9]1[CH:14]=[CH:13][C:12](B(O)O)=[CH:11][CH:10]=1)([C:4]([CH3:7])([CH3:6])[CH3:5])([CH3:3])[CH3:2].[O:18]=[S:19]1(=[O:36])[CH2:24][CH2:23][N:22]2[CH:25]=[CH:26][CH:27]=[C:28]([C:29]3[CH:34]=[CH:33][C:32]([OH:35])=[CH:31][CH:30]=3)[C:21]2=[N:20]1.C(N(CC)CC)C. (5) Given the product [F:13][C:14]1[CH:15]=[C:16]([N+:8]([O-:11])=[O:9])[CH:17]=[C:18]2[C:22]=1[N:21]([CH3:23])[C:20](=[O:24])[CH2:19]2, predict the reactants needed to synthesize it. The reactants are: FC(F)(F)C(O)=O.[N+:8]([O-:11])([O-])=[O:9].[Na+].[F:13][C:14]1[CH:15]=[CH:16][CH:17]=[C:18]2[C:22]=1[N:21]([CH3:23])[C:20](=[O:24])[CH2:19]2. (6) Given the product [I:1][C:2]1[CH:7]=[CH:6][C:5]([O:8][C:10]2[CH:15]=[CH:14][C:13]([N+:16]([O-:18])=[O:17])=[CH:12][CH:11]=2)=[CH:4][CH:3]=1, predict the reactants needed to synthesize it. The reactants are: [I:1][C:2]1[CH:7]=[CH:6][C:5]([OH:8])=[CH:4][CH:3]=1.F[C:10]1[CH:15]=[CH:14][C:13]([N+:16]([O-:18])=[O:17])=[CH:12][CH:11]=1.CCOC(C)=O.CCCCCC. (7) The reactants are: [CH2:1]([O:3][P:4]([C:9]([C:12]1[CH:17]=[CH:16][C:15]([CH2:18][N:19]2[CH:23]=[CH:22][NH:21][C:20]2=[O:24])=[CH:14][C:13]=1[Br:25])([F:11])[F:10])(=[O:8])[O:5][CH2:6][CH3:7])[CH3:2].CC(C)([O-])C.[K+].Br[CH2:33][C:34]1[CH:43]=[CH:42][C:37]([C:38]([O:40][CH3:41])=[O:39])=[CH:36][CH:35]=1. Given the product [CH3:41][O:40][C:38](=[O:39])[C:37]1[CH:42]=[CH:43][C:34]([CH2:33][N:21]2[CH:22]=[CH:23][N:19]([CH2:18][C:15]3[CH:16]=[CH:17][C:12]([C:9]([P:4]([O:5][CH2:6][CH3:7])([O:3][CH2:1][CH3:2])=[O:8])([F:10])[F:11])=[C:13]([Br:25])[CH:14]=3)[C:20]2=[O:24])=[CH:35][CH:36]=1, predict the reactants needed to synthesize it. (8) The reactants are: [CH3:1][NH:2][C:3]1[C:8]([NH2:9])=[CH:7][C:6]([C:10]([F:13])([F:12])[F:11])=[CH:5][N:4]=1.[Cl:14][C:15]1[C:20]([C:21](O)=[O:22])=[CH:19][N:18]=[CH:17][CH:16]=1.CCN=C=NCCCN(C)C.Cl.C1C=CC2N(O)N=NC=2C=1. Given the product [CH3:1][NH:2][C:3]1[C:8]([NH:9][C:21]([C:20]2[CH:19]=[N:18][CH:17]=[CH:16][C:15]=2[Cl:14])=[O:22])=[CH:7][C:6]([C:10]([F:13])([F:11])[F:12])=[CH:5][N:4]=1, predict the reactants needed to synthesize it. (9) Given the product [Br:18][CH2:17][C:6]1[C:5]([CH2:1][CH2:2][CH2:3][CH3:4])=[C:10]([C:11]2[CH:16]=[CH:15][CH:14]=[CH:13][CH:12]=2)[N:9]=[CH:8][N:7]=1, predict the reactants needed to synthesize it. The reactants are: [CH2:1]([C:5]1[C:6]([CH3:17])=[N:7][CH:8]=[N:9][C:10]=1[C:11]1[CH:16]=[CH:15][CH:14]=[CH:13][CH:12]=1)[CH2:2][CH2:3][CH3:4].[Br:18]Br. (10) Given the product [F:12][C:13]1[CH:14]=[C:15]([CH2:19][CH2:20][NH:21][C:22]([NH:5][C:4]2[CH:3]=[CH:2][CH:1]=[C:11]3[C:6]=2[CH:7]=[CH:8][N:9]=[CH:10]3)=[O:24])[CH:16]=[CH:17][CH:18]=1, predict the reactants needed to synthesize it. The reactants are: [CH2:1]1[CH2:11][CH2:10][N:9]2[C:4](=[N:5][CH2:6][CH2:7][CH2:8]2)[CH2:3][CH2:2]1.[F:12][C:13]1[CH:14]=[C:15]([CH2:19][CH2:20][NH2:21])[CH:16]=[CH:17][CH:18]=1.[C:22](OCC)(=[O:24])C.